Task: Predict the product of the given reaction.. Dataset: Forward reaction prediction with 1.9M reactions from USPTO patents (1976-2016) (1) Given the reactants [O:1]=[C:2]1[CH2:10][C:9]2[C:4](=[CH:5][C:6]([C:11]([C:13]3[CH:18]=[CH:17][C:16]([NH:19][C:20]([C:22]4[N:23]([CH2:28][CH3:29])[N:24]=[C:25]([CH3:27])[CH:26]=4)=[O:21])=[CH:15][CH:14]=3)=[O:12])=[CH:7][CH:8]=2)[NH:3]1.[CH:30](OCC)=[O:31].[O-]CC.[Na+].Cl, predict the reaction product. The product is: [OH:31][CH:30]=[C:10]1[C:9]2[C:4](=[CH:5][C:6]([C:11]([C:13]3[CH:18]=[CH:17][C:16]([NH:19][C:20]([C:22]4[N:23]([CH2:28][CH3:29])[N:24]=[C:25]([CH3:27])[CH:26]=4)=[O:21])=[CH:15][CH:14]=3)=[O:12])=[CH:7][CH:8]=2)[NH:3][C:2]1=[O:1]. (2) The product is: [O:23]1[CH2:28][CH2:27][CH:26](/[CH:29]=[CH:14]/[C:12]#[N:13])[CH2:25][CH2:24]1. Given the reactants CC(C)([O-])C.[K+].O1CCCC1.[C:12]([CH2:14]P(=O)(OCC)OCC)#[N:13].[O:23]1[CH2:28][CH2:27][CH:26]([CH:29]=O)[CH2:25][CH2:24]1, predict the reaction product. (3) Given the reactants [C:1]([C:3]1[CH:4]=[C:5]2[C:10](=[CH:11][C:12]=1[O:13][CH3:14])[N:9]=[CH:8][CH:7]=[C:6]2[O:15][C:16]1[CH:21]=[CH:20][C:19]([NH:22][C:23](=[O:31])OC2C=CC=CC=2)=[CH:18][CH:17]=1)#[N:2].[NH2:32][C:33]1[CH:38]=[CH:37][CH:36]=[CH:35][N:34]=1.O, predict the reaction product. The product is: [C:1]([C:3]1[CH:4]=[C:5]2[C:10](=[CH:11][C:12]=1[O:13][CH3:14])[N:9]=[CH:8][CH:7]=[C:6]2[O:15][C:16]1[CH:21]=[CH:20][C:19]([NH:22][C:23]([NH:32][C:33]2[CH:38]=[CH:37][CH:36]=[CH:35][N:34]=2)=[O:31])=[CH:18][CH:17]=1)#[N:2]. (4) The product is: [C:30]([O:29][C:27]([N:8]1[CH2:11][CH2:10][CH:9]1[OH:36])=[O:28])([CH3:31])([CH3:32])[CH3:33]. Given the reactants C1(C(C2C=CC=CC=2)[N:8]2[CH2:11][CH:10](O)[CH2:9]2)C=CC=CC=1.[C:27](O[C:27]([O:29][C:30]([CH3:33])([CH3:32])[CH3:31])=[O:28])([O:29][C:30]([CH3:33])([CH3:32])[CH3:31])=[O:28].C(OCC)(=[O:36])C, predict the reaction product. (5) Given the reactants [CH3:1][O:2][C:3](=[O:16])[C:4]1[CH:9]=[C:8]([C:10]#[CH:11])[C:7]([CH:12]([CH3:14])[CH3:13])=[CH:6][C:5]=1[NH2:15].[N:17]1[CH:22]=[CH:21]N=N[N:18]=1, predict the reaction product. The product is: [CH3:1][O:2][C:3](=[O:16])[C:4]1[CH:9]=[C:8]([C:10]2[CH:21]=[CH:22][N:17]=[N:18][CH:11]=2)[C:7]([CH:12]([CH3:14])[CH3:13])=[CH:6][C:5]=1[NH2:15].